Predict the product of the given reaction. From a dataset of Forward reaction prediction with 1.9M reactions from USPTO patents (1976-2016). (1) Given the reactants [Si](OCC(C)C[C@H:12]1[C:17](=[O:18])[NH:16][C:15]2[CH:19]=[CH:20][CH:21]=[CH:22][C:14]=2[O:13]1)(C(C)(C)C)(C)C.CCCC[N+](C[CH2:38][CH2:39][CH3:40])(CCCC)CCCC.[F-].C1C[O:45][CH2:44]C1, predict the reaction product. The product is: [OH:45][CH2:44][C@@H:39]([CH3:38])[CH2:40][N:16]1[C:15]2[CH:19]=[CH:20][CH:21]=[CH:22][C:14]=2[O:13][CH2:12][C:17]1=[O:18]. (2) Given the reactants [C:1]([NH:4][CH2:5][CH2:6][C:7]1[CH:43]=[CH:42][C:41]([F:44])=[CH:40][C:8]=1[O:9][CH2:10][CH2:11][O:12][CH:13]1[CH:18]([C:19]2[CH:24]=[CH:23][C:22]([O:25]CC3C=CC=CC=3)=[CH:21][CH:20]=2)[CH2:17][CH2:16][N:15]([C:33]([O:35][C:36]([CH3:39])([CH3:38])[CH3:37])=[O:34])[CH2:14]1)(=[O:3])[CH3:2], predict the reaction product. The product is: [C:1]([NH:4][CH2:5][CH2:6][C:7]1[CH:43]=[CH:42][C:41]([F:44])=[CH:40][C:8]=1[O:9][CH2:10][CH2:11][O:12][CH:13]1[CH:18]([C:19]2[CH:24]=[CH:23][C:22]([OH:25])=[CH:21][CH:20]=2)[CH2:17][CH2:16][N:15]([C:33]([O:35][C:36]([CH3:37])([CH3:38])[CH3:39])=[O:34])[CH2:14]1)(=[O:3])[CH3:2]. (3) Given the reactants [NH3:1].Cl[C:3]1[C:4]2[N:5]([C:9]([CH:13]3[CH2:16][C:15]([CH3:18])([OH:17])[CH2:14]3)=[N:10][C:11]=2[I:12])[CH:6]=[CH:7][N:8]=1, predict the reaction product. The product is: [NH2:1][C:3]1[C:4]2[N:5]([C:9]([CH:13]3[CH2:16][C:15]([CH3:18])([OH:17])[CH2:14]3)=[N:10][C:11]=2[I:12])[CH:6]=[CH:7][N:8]=1. (4) Given the reactants [CH3:1][O:2][C:3](=[O:14])[C:4]1[CH:9]=[C:8]([N+:10]([O-:12])=[O:11])[C:7](Cl)=[N:6][CH:5]=1.Cl.[CH2:16]([O:23][C:24]1[CH:30]=[CH:29][C:27]([NH2:28])=[CH:26][CH:25]=1)[C:17]1[CH:22]=[CH:21][CH:20]=[CH:19][CH:18]=1.CCN(C(C)C)C(C)C, predict the reaction product. The product is: [CH3:1][O:2][C:3](=[O:14])[C:4]1[CH:9]=[C:8]([N+:10]([O-:12])=[O:11])[C:7]([NH:28][C:27]2[CH:26]=[CH:25][C:24]([O:23][CH2:16][C:17]3[CH:18]=[CH:19][CH:20]=[CH:21][CH:22]=3)=[CH:30][CH:29]=2)=[N:6][CH:5]=1. (5) The product is: [Si:3]([O:10][C@@H:11]1[C@H:15]([CH2:16][O:17][Si:18]([C:21]([CH3:24])([CH3:23])[CH3:22])([CH3:19])[CH3:20])[CH2:14][C@@H:13]([O:25][C:31]2[CH:32]=[C:27]([Cl:26])[N:28]=[CH:29][N:30]=2)[CH2:12]1)([C:6]([CH3:9])([CH3:8])[CH3:7])([CH3:5])[CH3:4]. Given the reactants [H-].[Na+].[Si:3]([O:10][C@@H:11]1[C@H:15]([CH2:16][O:17][Si:18]([C:21]([CH3:24])([CH3:23])[CH3:22])([CH3:20])[CH3:19])[CH2:14][C@@H:13]([OH:25])[CH2:12]1)([C:6]([CH3:9])([CH3:8])[CH3:7])([CH3:5])[CH3:4].[Cl:26][C:27]1[CH:32]=[C:31](Cl)[N:30]=[CH:29][N:28]=1, predict the reaction product.